This data is from Catalyst prediction with 721,799 reactions and 888 catalyst types from USPTO. The task is: Predict which catalyst facilitates the given reaction. (1) Reactant: [Br:1][C:2]1[N:3]=[C:4]2[C:12](=[CH:13][CH:14]=1)[CH:11]=[C:10]1[N:5]2[C@H:6]([CH3:15])[CH2:7][NH:8][CH2:9]1.[C:16](O[C:16]([O:18][C:19]([CH3:22])([CH3:21])[CH3:20])=[O:17])([O:18][C:19]([CH3:22])([CH3:21])[CH3:20])=[O:17]. Product: [C:19]([O:18][C:16]([N:8]1[CH2:7][C@@H:6]([CH3:15])[N:5]2[C:10](=[CH:11][C:12]3[C:4]2=[N:3][C:2]([Br:1])=[CH:14][CH:13]=3)[CH2:9]1)=[O:17])([CH3:22])([CH3:21])[CH3:20]. The catalyst class is: 277. (2) Reactant: [Cl:1][C:2]1[C:3]([C:16]2[C:21]([F:22])=[CH:20][N:19]=[C:18](F)[CH:17]=2)=[N:4][C:5]([NH:8][CH2:9][CH:10]2[CH2:15][CH2:14][O:13][CH2:12][CH2:11]2)=[CH:6][CH:7]=1.[OH-].[NH4+:25]. Product: [Cl:1][C:2]1[C:3]([C:16]2[C:21]([F:22])=[CH:20][N:19]=[C:18]([NH2:25])[CH:17]=2)=[N:4][C:5]([NH:8][CH2:9][CH:10]2[CH2:15][CH2:14][O:13][CH2:12][CH2:11]2)=[CH:6][CH:7]=1. The catalyst class is: 58. (3) Reactant: CC(C)(C)C(OC[N:7]1[C:16](=[O:17])[C:15]2[C:10](=[CH:11][C:12]([O:32][CH3:33])=[CH:13][C:14]=2[O:18][CH2:19][C@H:20]2[CH2:24][CH2:23][CH2:22][N:21]2[C:25]([O:27][C:28]([CH3:31])([CH3:30])[CH3:29])=[O:26])[N:9]=[CH:8]1)=O.N. The catalyst class is: 5. Product: [CH3:33][O:32][C:12]1[CH:11]=[C:10]2[C:15]([C:16](=[O:17])[NH:7][CH:8]=[N:9]2)=[C:14]([O:18][CH2:19][C@H:20]2[CH2:24][CH2:23][CH2:22][N:21]2[C:25]([O:27][C:28]([CH3:31])([CH3:30])[CH3:29])=[O:26])[CH:13]=1.